This data is from Reaction yield outcomes from USPTO patents with 853,638 reactions. The task is: Predict the reaction yield, written as a fraction of the theoretical maximum amount of product (1.0 means a 100% yield; for example, 0.34 means a 34% yield). The catalyst is C(Cl)Cl.CN(C)C=O.O1CCCC1. The yield is 0.533. The product is [CH:1]1([CH2:6][CH:7]([C:11]2[CH:16]=[CH:15][C:14]([C:17]([F:20])([F:19])[F:18])=[CH:13][CH:12]=2)[C:8]([NH:27][C:28]2[S:29][CH:30]=[CH:31][N:32]=2)=[O:10])[CH2:2][CH2:3][CH2:4][CH2:5]1. The reactants are [CH:1]1([CH2:6][CH:7]([C:11]2[CH:16]=[CH:15][C:14]([C:17]([F:20])([F:19])[F:18])=[CH:13][CH:12]=2)[C:8]([OH:10])=O)[CH2:5][CH2:4][CH2:3][CH2:2]1.C(Cl)(=O)C(Cl)=O.[NH2:27][C:28]1[S:29][CH:30]=[CH:31][N:32]=1.C(N(CC)C(C)C)(C)C.